This data is from Full USPTO retrosynthesis dataset with 1.9M reactions from patents (1976-2016). The task is: Predict the reactants needed to synthesize the given product. Given the product [F:9][C:2]([F:1])([F:10])[CH2:3][CH2:4][CH2:5][C:6]([N:13]([C@@H:14]([CH2:19][CH2:20][CH:21]=[CH2:22])[C:15]([O:17][CH3:18])=[O:16])[CH3:12])=[O:8], predict the reactants needed to synthesize it. The reactants are: [F:1][C:2]([F:10])([F:9])[CH2:3][CH2:4][CH2:5][C:6]([OH:8])=O.Cl.[CH3:12][NH:13][C@@H:14]([CH2:19][CH2:20][CH:21]=[CH2:22])[C:15]([O:17][CH3:18])=[O:16].